Dataset: Full USPTO retrosynthesis dataset with 1.9M reactions from patents (1976-2016). Task: Predict the reactants needed to synthesize the given product. (1) Given the product [CH3:24][C:25]([CH3:30])([CH3:29])[CH2:26][CH2:27][NH:1][C:2]1[CH:3]=[C:4]([C:8]2[N:13]3[N:14]=[CH:15][C:16]([C:17]([C:19]4[S:20][CH:21]=[CH:22][CH:23]=4)=[O:18])=[C:12]3[N:11]=[CH:10][CH:9]=2)[CH:5]=[CH:6][CH:7]=1, predict the reactants needed to synthesize it. The reactants are: [NH2:1][C:2]1[CH:3]=[C:4]([C:8]2[N:13]3[N:14]=[CH:15][C:16]([C:17]([C:19]4[S:20][CH:21]=[CH:22][CH:23]=4)=[O:18])=[C:12]3[N:11]=[CH:10][CH:9]=2)[CH:5]=[CH:6][CH:7]=1.[CH3:24][C:25]([CH3:30])([CH3:29])[CH2:26][CH:27]=O. (2) Given the product [CH3:26][S:23]([C:21]1[CH:20]=[CH:19][C:18]([O:27][CH2:28][C:29]2[CH:30]=[CH:31][CH:32]=[CH:33][CH:34]=2)=[C:17]([C:12]2[N:11]([C:6]3[CH:7]=[C:37]([CH:9]=[CH:10][CH:5]=3)[C:36]([OH:41])=[O:38])[C:15]([CH3:16])=[CH:14][CH:13]=2)[CH:22]=1)(=[O:25])=[O:24], predict the reactants needed to synthesize it. The reactants are: C(OC(=O)[C:5]1[CH:10]=[CH:9]C=[CH:7][C:6]=1[N:11]1[C:15]([CH3:16])=[CH:14][CH:13]=[C:12]1[C:17]1[CH:22]=[C:21]([S:23]([CH3:26])(=[O:25])=[O:24])[CH:20]=[CH:19][C:18]=1[O:27][CH2:28][C:29]1[CH:34]=[CH:33][CH:32]=[CH:31][CH:30]=1)C.[CH2:36]([OH:38])[CH3:37].C(OCC)(=[O:41])C. (3) Given the product [CH3:21][S:22]([C:25]1[CH:26]=[C:27]([CH:31]=[C:32]([C:34]([F:35])([F:36])[F:37])[CH:33]=1)[C:28]([N:15]([C:10]1[CH:11]=[N:12][CH:13]=[CH:14][C:9]=1[C:8]1[C:3]([O:2][CH3:1])=[N:4][CH:5]=[CH:6][CH:7]=1)[CH2:16][C:17]([F:18])([F:20])[F:19])=[O:29])(=[O:24])=[O:23], predict the reactants needed to synthesize it. The reactants are: [CH3:1][O:2][C:3]1[C:8]([C:9]2[CH:14]=[CH:13][N:12]=[CH:11][C:10]=2[NH:15][CH2:16][C:17]([F:20])([F:19])[F:18])=[CH:7][CH:6]=[CH:5][N:4]=1.[CH3:21][S:22]([C:25]1[CH:26]=[C:27]([CH:31]=[C:32]([C:34]([F:37])([F:36])[F:35])[CH:33]=1)[C:28](O)=[O:29])(=[O:24])=[O:23]. (4) Given the product [C:1]1([O:7][C:8]2[CH:17]=[CH:16][C:11]([C:12]([OH:14])=[O:13])=[C:10]([C:18]([F:19])([F:20])[F:21])[CH:9]=2)[CH:2]=[CH:3][CH:4]=[CH:5][CH:6]=1, predict the reactants needed to synthesize it. The reactants are: [C:1]1([O:7][C:8]2[CH:17]=[CH:16][C:11]([C:12]([O:14]C)=[O:13])=[C:10]([C:18]([F:21])([F:20])[F:19])[CH:9]=2)[CH:6]=[CH:5][CH:4]=[CH:3][CH:2]=1.[OH-].[Na+]. (5) Given the product [CH3:35][C:8]1[CH:9]=[C:10]([O:13][CH:14]([C:18]2[C:19]([CH3:34])=[N:20][C:21]([C:24]3[CH:29]=[CH:28][CH:27]=[C:26]([C:30]([F:32])([F:31])[F:33])[CH:25]=3)=[CH:22][CH:23]=2)[CH2:15][CH2:16][CH3:17])[CH:11]=[CH:12][C:7]=1[O:6][CH2:5][C:4]([OH:36])=[O:3], predict the reactants needed to synthesize it. The reactants are: C([O:3][C:4](=[O:36])[CH2:5][O:6][C:7]1[CH:12]=[CH:11][C:10]([O:13][CH:14]([C:18]2[C:19]([CH3:34])=[N:20][C:21]([C:24]3[CH:29]=[CH:28][CH:27]=[C:26]([C:30]([F:33])([F:32])[F:31])[CH:25]=3)=[CH:22][CH:23]=2)[CH2:15][CH2:16][CH3:17])=[CH:9][C:8]=1[CH3:35])C.ClC(C1C(C)=NC(C2C=CC=C(C(F)(F)F)C=2)=CC=1)CCC.ClC(C1C(C)=NC(C2C=CC=C(C(F)(F)F)C=2)=CC=1)C. (6) Given the product [NH2:38][C:33]1[CH:34]=[CH:35][CH:36]=[CH:37][C:32]=1[NH:31][C@@H:26]([C:27]([CH3:30])([CH3:29])[CH3:28])[C:25]([N:18]1[CH2:17][CH2:16][C:15]2[C:20](=[CH:21][C:22]([O:23][CH3:24])=[C:13]([O:12][CH3:11])[CH:14]=2)[CH2:19]1)=[O:41], predict the reactants needed to synthesize it. The reactants are: C(O)C.[Cl-].[NH4+].O1CCCC1.[CH3:11][O:12][C:13]1[CH:14]=[C:15]2[C:20](=[CH:21][C:22]=1[O:23][CH3:24])[CH2:19][N:18]([C:25](=[O:41])[C@@H:26]([NH:31][C:32]1[CH:37]=[CH:36][CH:35]=[CH:34][C:33]=1[N+:38]([O-])=O)[C:27]([CH3:30])([CH3:29])[CH3:28])[CH2:17][CH2:16]2. (7) Given the product [CH2:31]([NH:30][C:28](=[O:29])[C:27]1[CH:38]=[CH:39][N:40]=[C:25]([NH:24][C:17](=[O:18])[C:16]2[CH:20]=[CH:21][C:13]([O:12][C:11]([F:23])([F:22])[F:10])=[CH:14][CH:15]=2)[CH:26]=1)[C:32]1[CH:37]=[CH:36][CH:35]=[CH:34][CH:33]=1, predict the reactants needed to synthesize it. The reactants are: C(Cl)(=O)C1C=CC=CC=1.[F:10][C:11]([F:23])([F:22])[O:12][C:13]1[CH:21]=[CH:20][C:16]([C:17](Cl)=[O:18])=[CH:15][CH:14]=1.[NH2:24][C:25]1[CH:26]=[C:27]([CH:38]=[CH:39][N:40]=1)[C:28]([NH:30][CH2:31][C:32]1[CH:37]=[CH:36][CH:35]=[CH:34][CH:33]=1)=[O:29]. (8) Given the product [Cl:1][C:2]1[CH:3]=[C:4]2[C:8](=[CH:9][CH:10]=1)[N:7]([CH2:18][CH2:17][S:14]([CH3:13])(=[O:16])=[O:15])[C:6]([CH2:11][OH:12])=[CH:5]2, predict the reactants needed to synthesize it. The reactants are: [Cl:1][C:2]1[CH:3]=[C:4]2[C:8](=[CH:9][CH:10]=1)[NH:7][C:6]([CH2:11][OH:12])=[CH:5]2.[CH3:13][S:14]([CH:17]=[CH2:18])(=[O:16])=[O:15]. (9) Given the product [CH:1]1([CH2:7][C:8]2[N:9]=[N:10][N:11]([C@@H:13]3[C@H:17]4[O:18][CH2:19][C@H:20]([NH:21][C:22](=[O:29])[C:23]5[CH:28]=[CH:27][CH:26]=[N:25][CH:24]=5)[C@H:16]4[O:15][CH2:14]3)[CH:12]=2)[CH2:2][CH2:3][CH2:4][CH2:5][CH2:6]1, predict the reactants needed to synthesize it. The reactants are: [CH:1]1([CH2:7][C:8]2[N:9]=[N:10][N:11]([C@@H:13]3[C@H:17]4[O:18][CH2:19][C@H:20]([NH2:21])[C@H:16]4[O:15][CH2:14]3)[CH:12]=2)[CH2:6][CH2:5][CH2:4][CH2:3][CH2:2]1.[C:22](O)(=[O:29])[C:23]1[CH:28]=[CH:27][CH:26]=[N:25][CH:24]=1. (10) The reactants are: [CH2:1]([S:13](Cl)(=[O:15])=[O:14])[CH2:2][CH2:3][CH2:4][CH2:5][CH2:6][CH2:7][CH2:8][S:9]([Cl:12])(=[O:11])=[O:10].[K].S(Cl)(Cl)=O.[F:22][C:23]([F:32])([F:31])[C:24]1[CH:29]=[CH:28][C:27]([OH:30])=[CH:26][CH:25]=1. Given the product [Cl:12][S:9]([CH2:8][CH2:7][CH2:6][CH2:5][CH2:4][CH2:3][CH2:2][CH2:1][S:13]([O:30][C:27]1[CH:26]=[CH:25][C:24]([C:23]([F:31])([F:32])[F:22])=[CH:29][CH:28]=1)(=[O:15])=[O:14])(=[O:10])=[O:11], predict the reactants needed to synthesize it.